From a dataset of Forward reaction prediction with 1.9M reactions from USPTO patents (1976-2016). Predict the product of the given reaction. (1) Given the reactants [N+:1]([C:4]1[CH:5]=[N:6][C:7]2[C:12]([C:13]=1[OH:14])=[N:11][CH:10]=[CH:9][CH:8]=2)([O-])=O.[OH-].[NH4+], predict the reaction product. The product is: [NH2:1][C:4]1[CH:5]=[N:6][C:7]2[C:12]([C:13]=1[OH:14])=[N:11][CH:10]=[CH:9][CH:8]=2. (2) Given the reactants [F:1][C:2]1[CH:34]=[CH:33][CH:32]=[CH:31][C:3]=1[CH2:4][N:5]1[C:9]([C:10]2[S:11][CH:12]=[CH:13][N:14]=2)=[N:8][C:7]([C:15]2[N:20]=[C:19]([NH2:21])[C:18]([N:22]=NC3C=CC=CC=3)=[C:17]([NH2:30])[N:16]=2)=[N:6]1.[OH-].[Na+].S(S([O-])=O)([O-])=O.[Na+].[Na+].CC#N.CO.C(Cl)Cl, predict the reaction product. The product is: [F:1][C:2]1[CH:34]=[CH:33][CH:32]=[CH:31][C:3]=1[CH2:4][N:5]1[C:9]([C:10]2[S:11][CH:12]=[CH:13][N:14]=2)=[N:8][C:7]([C:15]2[N:20]=[C:19]([NH2:21])[C:18]([NH2:22])=[C:17]([NH2:30])[N:16]=2)=[N:6]1. (3) Given the reactants C(O)(C(F)(F)F)=O.C(OC(=O)[NH:14][C:15]1[CH:20]=[C:19]([CH2:21][O:22][CH3:23])[CH:18]=[C:17]([C:24]#[N:25])[CH:16]=1)(C)(C)C, predict the reaction product. The product is: [NH2:14][C:15]1[CH:16]=[C:17]([CH:18]=[C:19]([CH2:21][O:22][CH3:23])[CH:20]=1)[C:24]#[N:25].